Dataset: CYP2C19 inhibition data for predicting drug metabolism from PubChem BioAssay. Task: Regression/Classification. Given a drug SMILES string, predict its absorption, distribution, metabolism, or excretion properties. Task type varies by dataset: regression for continuous measurements (e.g., permeability, clearance, half-life) or binary classification for categorical outcomes (e.g., BBB penetration, CYP inhibition). Dataset: cyp2c19_veith. (1) The result is 1 (inhibitor). The drug is O=C(Nc1ccccc1N1CCN(C(=O)c2ccc(Cl)cc2)CC1)c1cc(Br)ccc1Cl. (2) The compound is CC(C)c1ccccc1-n1c(SCC(=O)N2CCN(c3ccccc3)CC2)nnc1-c1cccnc1. The result is 1 (inhibitor). (3) The compound is CC[N+](CC)(CC(=O)Nc1c(C)cccc1C)Cc1ccccc1.O=C([O-])c1ccccc1. The result is 0 (non-inhibitor). (4) The result is 1 (inhibitor). The compound is CCOc1ccccc1-n1c([S-])c(C(=O)Nc2ccc(OC)cc2)[n+]2cc(C)ccc12. (5) The compound is CC(C)(N=NC(C)(C)C1=NCCN1)C1=NCCN1. The result is 0 (non-inhibitor). (6) The drug is CN(C(=O)Cc1ccccc1)[C@H](CN1CCCC1)c1ccccc1. The result is 1 (inhibitor). (7) The molecule is Cc1ccc(C(=O)NN2CCOCC2)cc1. The result is 0 (non-inhibitor).